Dataset: Full USPTO retrosynthesis dataset with 1.9M reactions from patents (1976-2016). Task: Predict the reactants needed to synthesize the given product. (1) The reactants are: [CH3:1][O:2][CH2:3][CH2:4][CH2:5][CH2:6][C:7]1[N:11]([C:12]2[CH:17]=[CH:16][CH:15]=[CH:14][CH:13]=2)[N:10]=[N:9][C:8]=1[C:18]([N:20]([CH2:41][CH:42]([CH3:44])[CH3:43])[C@H:21]1[CH2:26][C@@H:25]([C:27]([N:29]2[CH2:33][CH2:32][CH2:31][CH2:30]2)=[O:28])[CH2:24][N:23](C(OC(C)(C)C)=O)[CH2:22]1)=[O:19].C(OCC)(=O)C.[ClH:51]. Given the product [ClH:51].[CH3:1][O:2][CH2:3][CH2:4][CH2:5][CH2:6][C:7]1[N:11]([C:12]2[CH:13]=[CH:14][CH:15]=[CH:16][CH:17]=2)[N:10]=[N:9][C:8]=1[C:18]([N:20]([CH2:41][CH:42]([CH3:44])[CH3:43])[C@H:21]1[CH2:26][C@@H:25]([C:27]([N:29]2[CH2:33][CH2:32][CH2:31][CH2:30]2)=[O:28])[CH2:24][NH:23][CH2:22]1)=[O:19], predict the reactants needed to synthesize it. (2) Given the product [CH2:6]([N:9]([CH2:2][C:3]([NH2:5])=[O:4])[CH2:10][CH:11]=[CH2:12])[CH:7]=[CH2:8], predict the reactants needed to synthesize it. The reactants are: Cl[CH2:2][C:3]([NH2:5])=[O:4].[CH2:6]([NH:9][CH2:10][CH:11]=[CH2:12])[CH:7]=[CH2:8].